Dataset: Peptide-MHC class II binding affinity with 134,281 pairs from IEDB. Task: Regression. Given a peptide amino acid sequence and an MHC pseudo amino acid sequence, predict their binding affinity value. This is MHC class II binding data. (1) The peptide sequence is VKQIKVRVDMVRHRI. The MHC is DRB1_1301 with pseudo-sequence DRB1_1301. The binding affinity (normalized) is 0.898. (2) The binding affinity (normalized) is 0.0394. The peptide sequence is TPESATPFPHRKGVL. The MHC is DRB1_0401 with pseudo-sequence DRB1_0401. (3) The peptide sequence is STGTSLMVVLKAFSS. The binding affinity (normalized) is 0.779. The MHC is H-2-IAd with pseudo-sequence H-2-IAd. (4) The peptide sequence is YANYRDIDLGRNEVV. The MHC is DRB1_0802 with pseudo-sequence DRB1_0802. The binding affinity (normalized) is 0.176.